Predict the reaction yield, written as a fraction of the theoretical maximum amount of product (1.0 means a 100% yield; for example, 0.34 means a 34% yield). From a dataset of Reaction yield outcomes from USPTO patents with 853,638 reactions. The reactants are COC1C=C(OC)C=CC=1C[N:6]([C:33]1[CH:38]=[CH:37][N:36]=[CH:35][N:34]=1)[S:7]([C:10]1[CH:15]=[C:14]([F:16])[C:13]([O:17][C@H:18]2[CH2:23][CH2:22][C:21]([CH3:25])([CH3:24])[CH2:20][C@@H:19]2[C:26]2[N:30]([CH3:31])[N:29]=[CH:28][CH:27]=2)=[CH:12][C:11]=1[F:32])(=[O:9])=[O:8].C([SiH](CC)CC)C.FC(F)(F)C(O)=O. The catalyst is ClCCl. The product is [CH3:24][C:21]1([CH3:25])[CH2:22][CH2:23][C@H:18]([O:17][C:13]2[C:14]([F:16])=[CH:15][C:10]([S:7]([NH:6][C:33]3[CH:38]=[CH:37][N:36]=[CH:35][N:34]=3)(=[O:8])=[O:9])=[C:11]([F:32])[CH:12]=2)[C@@H:19]([C:26]2[N:30]([CH3:31])[N:29]=[CH:28][CH:27]=2)[CH2:20]1. The yield is 0.890.